Dataset: Full USPTO retrosynthesis dataset with 1.9M reactions from patents (1976-2016). Task: Predict the reactants needed to synthesize the given product. Given the product [Cl:10][C:5]1[C:6]([CH3:9])=[C:7]([CH3:8])[C:2]2[N:3]([CH:12]=[C:13]([C:15]3[CH:20]=[CH:19][C:18]([F:21])=[CH:17][CH:16]=3)[N:1]=2)[N:4]=1, predict the reactants needed to synthesize it. The reactants are: [NH2:1][C:2]1[N:3]=[N:4][C:5]([Cl:10])=[C:6]([CH3:9])[C:7]=1[CH3:8].Br[CH2:12][C:13]([C:15]1[CH:20]=[CH:19][C:18]([F:21])=[CH:17][CH:16]=1)=O.